This data is from Peptide-MHC class I binding affinity with 185,985 pairs from IEDB/IMGT. The task is: Regression. Given a peptide amino acid sequence and an MHC pseudo amino acid sequence, predict their binding affinity value. This is MHC class I binding data. (1) The peptide sequence is YIDNTTSWY. The MHC is HLA-A02:01 with pseudo-sequence HLA-A02:01. The binding affinity (normalized) is 0.0847. (2) The peptide sequence is RPNNNTRKSI. The MHC is HLA-A02:02 with pseudo-sequence HLA-A02:02. The binding affinity (normalized) is 0. (3) The peptide sequence is WISFAISCFL. The MHC is HLA-A02:03 with pseudo-sequence HLA-A02:03. The binding affinity (normalized) is 0.457. (4) The peptide sequence is AYIDNYNKF. The MHC is HLA-B57:01 with pseudo-sequence HLA-B57:01. The binding affinity (normalized) is 0. (5) The peptide sequence is IAVSIISIL. The MHC is H-2-Kb with pseudo-sequence H-2-Kb. The binding affinity (normalized) is 0.303. (6) The peptide sequence is YQLASVGSL. The MHC is H-2-Db with pseudo-sequence H-2-Db. The binding affinity (normalized) is 0.471.